This data is from Full USPTO retrosynthesis dataset with 1.9M reactions from patents (1976-2016). The task is: Predict the reactants needed to synthesize the given product. (1) Given the product [Cl:1][C:2]1[CH:3]=[CH:4][C:5]([CH3:18])=[C:6]([C:8]2[CH:12]=[CH:11][N:10]([S:30]([C:24]3[CH:29]=[CH:28][CH:27]=[CH:26][CH:25]=3)(=[O:32])=[O:31])[C:9]=2[C:13]([O:15][CH2:16][CH3:17])=[O:14])[CH:7]=1, predict the reactants needed to synthesize it. The reactants are: [Cl:1][C:2]1[CH:3]=[CH:4][C:5]([CH3:18])=[C:6]([C:8]2[CH:12]=[CH:11][NH:10][C:9]=2[C:13]([O:15][CH2:16][CH3:17])=[O:14])[CH:7]=1.CN(C=O)C.[C:24]1([S:30](Cl)(=[O:32])=[O:31])[CH:29]=[CH:28][CH:27]=[CH:26][CH:25]=1.O. (2) Given the product [I:1][CH2:2][CH2:3][CH2:4][C:5]([C:7]1[CH:12]=[CH:11][C:10]([C:13]([CH3:18])([CH3:17])[C:14]([O:16][CH3:19])=[O:15])=[CH:9][CH:8]=1)=[O:6], predict the reactants needed to synthesize it. The reactants are: [I:1][CH2:2][CH2:3][CH2:4][C:5]([C:7]1[CH:12]=[CH:11][C:10]([C:13]([CH3:18])([CH3:17])[C:14]([OH:16])=[O:15])=[CH:9][CH:8]=1)=[O:6].[CH3:19]COCC. (3) Given the product [Cl:1][C:2]1[N:7]=[CH:6][C:5]([CH:8]2[C:9](=[O:20])[CH:10]3[CH:15]([CH:14]4[O:19][CH:11]3[CH2:12][CH2:13]4)[C:16]2=[O:17])=[C:4]([CH3:21])[CH:3]=1, predict the reactants needed to synthesize it. The reactants are: [Cl:1][C:2]1[N:7]=[CH:6][C:5]([C:8]2[C:9](=[O:20])[CH:10]3[CH:15]([C:16]=2[O:17]C)[CH:14]2[O:19][CH:11]3[CH2:12][CH2:13]2)=[C:4]([CH3:21])[CH:3]=1.Cl. (4) The reactants are: [CH2:1]([C:8]1[CH:24]=[CH:23][C:11]([CH2:12][N:13]2[CH:18]=[CH:17][CH:16]=[C:15]([C:19](O)=[O:20])[C:14]2=[O:22])=[CH:10][CH:9]=1)[C:2]1[CH:7]=[CH:6][CH:5]=[CH:4][CH:3]=1.[NH2:25][C@@H:26]([CH2:34][CH2:35][CH2:36][NH:37][C:38]([NH:40][S:41]([C:44]1[C:45]([CH3:58])=[C:46]2[C:51](=[C:52]([CH3:55])[C:53]=1[CH3:54])[O:50][C:49]([CH3:57])([CH3:56])[CH2:48][CH2:47]2)(=[O:43])=[O:42])=[NH:39])[C:27]([O:29][C:30]([CH3:33])([CH3:32])[CH3:31])=[O:28].CN(C(ON1N=NC2C=CC=CC1=2)=[N+](C)C)C.F[P-](F)(F)(F)(F)F.CCN(C(C)C)C(C)C. Given the product [CH2:1]([C:8]1[CH:24]=[CH:23][C:11]([CH2:12][N:13]2[CH:18]=[CH:17][CH:16]=[C:15]([C:19]([NH:25][C@@H:26]([CH2:34][CH2:35][CH2:36][NH:37][C:38]([NH:40][S:41]([C:44]3[C:45]([CH3:58])=[C:46]4[C:51](=[C:52]([CH3:55])[C:53]=3[CH3:54])[O:50][C:49]([CH3:57])([CH3:56])[CH2:48][CH2:47]4)(=[O:42])=[O:43])=[NH:39])[C:27]([O:29][C:30]([CH3:31])([CH3:32])[CH3:33])=[O:28])=[O:20])[C:14]2=[O:22])=[CH:10][CH:9]=1)[C:2]1[CH:3]=[CH:4][CH:5]=[CH:6][CH:7]=1, predict the reactants needed to synthesize it. (5) Given the product [O:1]1[C:5]2([CH2:10][CH2:9][CH:8]([CH2:11][O:12][C:13]3[C:25]([CH:28]4[CH2:30][CH2:29]4)=[CH:24][C:16]([C:17]([O:19][C:20]([CH3:23])([CH3:22])[CH3:21])=[O:18])=[C:15]([F:27])[CH:14]=3)[CH2:7][CH2:6]2)[O:4][CH2:3][CH2:2]1, predict the reactants needed to synthesize it. The reactants are: [O:1]1[C:5]2([CH2:10][CH2:9][CH:8]([CH2:11][O:12][C:13]3[C:25](Cl)=[CH:24][C:16]([C:17]([O:19][C:20]([CH3:23])([CH3:22])[CH3:21])=[O:18])=[C:15]([F:27])[CH:14]=3)[CH2:7][CH2:6]2)[O:4][CH2:3][CH2:2]1.[CH:28]1(B(O)O)[CH2:30][CH2:29]1.[O-]P([O-])([O-])=O.[K+].[K+].[K+].F[B-](F)(F)F.C1(P(C2CCCCC2)C2CCCCC2)CCCCC1. (6) Given the product [Cl:2][C:3]1[C:4]([F:41])=[C:5]([C@@H:9]2[C@:13]([C:16]3[CH:21]=[CH:20][C:19]([Cl:22])=[CH:18][C:17]=3[F:23])([C:14]#[N:15])[C@H:12]([CH2:24][C:25]([CH3:27])([CH3:28])[CH3:26])[NH:11][C@H:10]2[C:29]([N:31]2[CH2:36][CH2:35][CH:34]([CH2:37][C:38]([N:78]([CH2:77][CH2:76][OH:75])[CH3:79])=[O:40])[CH2:33][CH2:32]2)=[O:30])[CH:6]=[CH:7][CH:8]=1, predict the reactants needed to synthesize it. The reactants are: Cl.[Cl:2][C:3]1[C:4]([F:41])=[C:5]([C@@H:9]2[C@:13]([C:16]3[CH:21]=[CH:20][C:19]([Cl:22])=[CH:18][C:17]=3[F:23])([C:14]#[N:15])[C@H:12]([CH2:24][C:25]([CH3:28])([CH3:27])[CH3:26])[NH:11][C@H:10]2[C:29]([N:31]2[CH2:36][CH2:35][CH:34]([CH2:37][C:38]([OH:40])=O)[CH2:33][CH2:32]2)=[O:30])[CH:6]=[CH:7][CH:8]=1.CN(C(ON1N=NC2C=CC=NC1=2)=[N+](C)C)C.F[P-](F)(F)(F)(F)F.CCN(C(C)C)C(C)C.[OH:75][CH2:76][CH2:77][NH:78][CH3:79]. (7) Given the product [C:1]([O:4][CH2:5][C:6]([CH3:36])([CH3:35])[CH2:7][N:8]1[C:14]2[CH:15]=[CH:16][C:17]([Cl:19])=[CH:18][C:13]=2[C@@H:12]([C:20]2[CH:25]=[CH:24][CH:23]=[C:22]([O:26][CH3:27])[C:21]=2[O:28][CH3:29])[O:11][C@H:10]([CH2:30][C:31]([NH:39][C:42]2[CH:43]=[C:58]([CH2:57][CH2:56][CH2:62][C:63]([O:65][CH3:66])=[O:64])[CH:59]=[CH:54][C:55]=2[O:46][CH3:45])=[O:32])[C:9]1=[O:34])(=[O:3])[CH3:2], predict the reactants needed to synthesize it. The reactants are: [C:1]([O:4][CH2:5][C:6]([CH3:36])([CH3:35])[CH2:7][N:8]1[C:14]2[CH:15]=[CH:16][C:17]([Cl:19])=[CH:18][C:13]=2[C@@H:12]([C:20]2[CH:25]=[CH:24][CH:23]=[C:22]([O:26][CH3:27])[C:21]=2[O:28][CH3:29])[O:11][C@H:10]([CH2:30][C:31](O)=[O:32])[C:9]1=[O:34])(=[O:3])[CH3:2].C([N:39]([CH2:42][CH3:43])CC)C.Cl[C:45](OCC(C)C)=[O:46].Cl.N[C:54]1[CH:55]=[C:56]([CH2:62][C:63]([O:65][CH3:66])=[O:64])[CH:57]=[CH:58][C:59]=1OC.N1C=CC=CC=1.Cl.